From a dataset of Acute oral toxicity (LD50) regression data from Zhu et al.. Regression/Classification. Given a drug SMILES string, predict its toxicity properties. Task type varies by dataset: regression for continuous values (e.g., LD50, hERG inhibition percentage) or binary classification for toxic/non-toxic outcomes (e.g., AMES mutagenicity, cardiotoxicity, hepatotoxicity). Dataset: ld50_zhu. (1) The drug is Nc1c([N+](=O)[O-])cc(Cl)cc1[N+](=O)[O-]. The rat oral LD50 is 2.74, given as -log10 of the dose in mol/kg body weight (higher means more acutely toxic). (2) The compound is CC(C)(O)CC(C)(O)c1ccc(Cl)cc1. The rat oral LD50 is 2.30, given as -log10 of the dose in mol/kg body weight (higher means more acutely toxic). (3) The molecule is CCOC(C1=NCC(CC)(CC)CN1)c1ccccc1. The rat oral LD50 is 3.04, given as -log10 of the dose in mol/kg body weight (higher means more acutely toxic). (4) The molecule is C#CCN(C)Cc1ccccc1. The rat oral LD50 is 2.73, given as -log10 of the dose in mol/kg body weight (higher means more acutely toxic).